Dataset: Reaction yield outcomes from USPTO patents with 853,638 reactions. Task: Predict the reaction yield, written as a fraction of the theoretical maximum amount of product (1.0 means a 100% yield; for example, 0.34 means a 34% yield). The reactants are [Cl:1][C:2]1[N:7]=[C:6]2[CH:8]=[CH:9][NH:10][C:5]2=[CH:4][CH:3]=1.[C:11]1([S:17](Cl)(=[O:19])=[O:18])[CH:16]=[CH:15][CH:14]=[CH:13][CH:12]=1.C(N(CC)CC)C. The catalyst is C(Cl)Cl.CN(C)C1C=CN=CC=1.CCOC(C)=O. The product is [Cl:1][C:2]1[N:7]=[C:6]2[CH:8]=[CH:9][N:10]([S:17]([C:11]3[CH:16]=[CH:15][CH:14]=[CH:13][CH:12]=3)(=[O:19])=[O:18])[C:5]2=[CH:4][CH:3]=1. The yield is 0.900.